Dataset: NCI-60 drug combinations with 297,098 pairs across 59 cell lines. Task: Regression. Given two drug SMILES strings and cell line genomic features, predict the synergy score measuring deviation from expected non-interaction effect. (1) Drug 1: CC1=C(C=C(C=C1)NC(=O)C2=CC=C(C=C2)CN3CCN(CC3)C)NC4=NC=CC(=N4)C5=CN=CC=C5. Drug 2: CCC1(C2=C(COC1=O)C(=O)N3CC4=CC5=C(C=CC(=C5CN(C)C)O)N=C4C3=C2)O.Cl. Cell line: UACC62. Synergy scores: CSS=49.7, Synergy_ZIP=1.24, Synergy_Bliss=2.05, Synergy_Loewe=-55.7, Synergy_HSA=1.78. (2) Drug 1: C1C(C(OC1N2C=C(C(=O)NC2=O)F)CO)O. Drug 2: CC1C(C(CC(O1)OC2CC(OC(C2O)C)OC3=CC4=CC5=C(C(=O)C(C(C5)C(C(=O)C(C(C)O)O)OC)OC6CC(C(C(O6)C)O)OC7CC(C(C(O7)C)O)OC8CC(C(C(O8)C)O)(C)O)C(=C4C(=C3C)O)O)O)O. Cell line: HCT116. Synergy scores: CSS=54.1, Synergy_ZIP=-3.47, Synergy_Bliss=-0.356, Synergy_Loewe=-10.6, Synergy_HSA=0.182. (3) Drug 1: CN1CCC(CC1)COC2=C(C=C3C(=C2)N=CN=C3NC4=C(C=C(C=C4)Br)F)OC. Drug 2: C1CC(=O)NC(=O)C1N2CC3=C(C2=O)C=CC=C3N. Cell line: A549. Synergy scores: CSS=23.8, Synergy_ZIP=-6.05, Synergy_Bliss=-1.19, Synergy_Loewe=0.852, Synergy_HSA=1.15.